From a dataset of Peptide-MHC class I binding affinity with 185,985 pairs from IEDB/IMGT. Regression. Given a peptide amino acid sequence and an MHC pseudo amino acid sequence, predict their binding affinity value. This is MHC class I binding data. The peptide sequence is MEIYIWDHD. The MHC is HLA-A02:01 with pseudo-sequence HLA-A02:01. The binding affinity (normalized) is 0.0847.